From a dataset of Catalyst prediction with 721,799 reactions and 888 catalyst types from USPTO. Predict which catalyst facilitates the given reaction. Reactant: Cl.Cl.C([C@]1(C([N:14]2[CH2:19][CH2:18][N:17]([C:20]3[CH:25]=[CH:24][CH:23]=[C:22]([C:26]([F:29])([F:28])[F:27])[N:21]=3)[CH2:16][CH2:15]2)=O)CC[C@@H](N)C1)(C)C.CC1C(=O)CCOC1.C(N(CC)CC)C.C(O[BH-](OC(=O)C)OC(=O)C)(=O)C.[Na+]. Product: [F:29][C:26]([F:27])([F:28])[C:22]1[N:21]=[C:20]([N:17]2[CH2:16][CH2:15][NH:14][CH2:19][CH2:18]2)[CH:25]=[CH:24][CH:23]=1. The catalyst class is: 34.